This data is from Peptide-MHC class I binding affinity with 185,985 pairs from IEDB/IMGT. The task is: Regression. Given a peptide amino acid sequence and an MHC pseudo amino acid sequence, predict their binding affinity value. This is MHC class I binding data. The peptide sequence is IPFIAYFVLM. The MHC is HLA-A68:01 with pseudo-sequence HLA-A68:01. The binding affinity (normalized) is 0.325.